Dataset: Forward reaction prediction with 1.9M reactions from USPTO patents (1976-2016). Task: Predict the product of the given reaction. (1) Given the reactants [CH2:1]([C:8]1[N:12]=[C:11](Cl)[S:10][N:9]=1)[C:2]1[CH:7]=[CH:6][CH:5]=[CH:4][CH:3]=1.[NH3:14], predict the reaction product. The product is: [CH2:1]([C:8]1[N:12]=[C:11]([NH2:14])[S:10][N:9]=1)[C:2]1[CH:7]=[CH:6][CH:5]=[CH:4][CH:3]=1. (2) Given the reactants [C:1]1([S:7]([N:10]=[C:11]=[O:12])(=[O:9])=[O:8])[CH:6]=[CH:5][CH:4]=[CH:3][CH:2]=1.C(O)(C(F)(F)F)=O.[NH2:20][C@@H:21]([CH2:35][C:36]1[CH:41]=[CH:40][CH:39]=[CH:38][CH:37]=1)[C:22]([N:24]([C:26]1[CH:27]=[C:28]2[C:32](=[CH:33][CH:34]=1)[CH2:31][CH2:30][CH2:29]2)[CH3:25])=[O:23].C(N(CC)CC)C, predict the reaction product. The product is: [CH2:31]1[C:32]2[C:28](=[CH:27][C:26]([N:24]([CH3:25])[C:22](=[O:23])[C@@H:21]([NH:20][C:11]([NH:10][S:7]([C:1]3[CH:2]=[CH:3][CH:4]=[CH:5][CH:6]=3)(=[O:8])=[O:9])=[O:12])[CH2:35][C:36]3[CH:41]=[CH:40][CH:39]=[CH:38][CH:37]=3)=[CH:34][CH:33]=2)[CH2:29][CH2:30]1. (3) Given the reactants Cl[C:2]1[C:11]2[C:6](=[CH:7][C:8]([O:14][CH3:15])=[C:9]([O:12][CH3:13])[CH:10]=2)[N:5]=[CH:4][CH:3]=1.[F:16][C:17]1[N:22]=[CH:21][C:20](B(O)O)=[CH:19][C:18]=1[CH3:26].C(=O)([O-])[O-].[Na+].[Na+], predict the reaction product. The product is: [F:16][C:17]1[N:22]=[CH:21][C:20]([C:2]2[C:11]3[C:6](=[CH:7][C:8]([O:14][CH3:15])=[C:9]([O:12][CH3:13])[CH:10]=3)[N:5]=[CH:4][CH:3]=2)=[CH:19][C:18]=1[CH3:26].